This data is from Catalyst prediction with 721,799 reactions and 888 catalyst types from USPTO. The task is: Predict which catalyst facilitates the given reaction. (1) Reactant: [CH2:1]([C:8]1([C:23](OCC)=[O:24])[O:12][C:11](=[O:13])[N:10]([C@@H:14]([C:16]2[CH:21]=[CH:20][CH:19]=[CH:18][CH:17]=2)[CH3:15])[C:9]1=[O:22])[C:2]1[CH:7]=[CH:6][CH:5]=[CH:4][CH:3]=1.[CH3:28][O:29][C:30]1[CH:31]=[C:32]([CH:35]=[C:36]([O:38][CH3:39])[CH:37]=1)[CH2:33][NH2:34].CO. Product: [CH2:1]([C@:8]1([C:23]([NH:34][CH2:33][C:32]2[CH:35]=[C:36]([O:38][CH3:39])[CH:37]=[C:30]([O:29][CH3:28])[CH:31]=2)=[O:24])[O:12][C:11](=[O:13])[N:10]([C@@H:14]([C:16]2[CH:21]=[CH:20][CH:19]=[CH:18][CH:17]=2)[CH3:15])[C:9]1=[O:22])[C:2]1[CH:7]=[CH:6][CH:5]=[CH:4][CH:3]=1. The catalyst class is: 26. (2) Reactant: [NH2:1][CH:2]1[CH2:6][CH2:5][N:4]([C:7]2[N:12]=[CH:11][C:10]([NH:13][C:14]3[C:23]4[C:18](=[CH:19][CH:20]=[C:21]([C:24]5[CH:29]=[C:28]([F:30])[C:27]([OH:31])=[C:26]([Cl:32])[CH:25]=5)[CH:22]=4)[N:17]=[CH:16][C:15]=3[C:33]([CH:35]3[CH2:37][CH2:36]3)=[O:34])=[CH:9][N:8]=2)[CH2:3]1.Cl. Product: [ClH:32].[NH2:1][CH:2]1[CH2:6][CH2:5][N:4]([C:7]2[N:8]=[CH:9][C:10]([NH:13][C:14]3[C:23]4[C:18](=[CH:19][CH:20]=[C:21]([C:24]5[CH:29]=[C:28]([F:30])[C:27]([OH:31])=[C:26]([Cl:32])[CH:25]=5)[CH:22]=4)[N:17]=[CH:16][C:15]=3[C:33]([CH:35]3[CH2:36][CH2:37]3)=[O:34])=[CH:11][N:12]=2)[CH2:3]1. The catalyst class is: 459.